The task is: Predict which catalyst facilitates the given reaction.. This data is from Catalyst prediction with 721,799 reactions and 888 catalyst types from USPTO. (1) Reactant: CN(C(ON1N=NC2C=CC=NC1=2)=[N+](C)C)C.F[P-](F)(F)(F)(F)F.[F:25][C:26]([F:41])([F:40])[C:27]1[C:35]2[CH2:34][CH2:33][CH2:32][CH2:31][C:30]=2[N:29]([CH2:36][C:37]([OH:39])=O)[N:28]=1.CCN(C(C)C)C(C)C.[CH3:51][C:52]1[N:53]([C:66]2[CH:71]=[CH:70][CH:69]=[CH:68][C:67]=2C)[C:54]([CH:57]([NH2:65])[CH2:58][C:59]2[CH:64]=[CH:63][CH:62]=[CH:61][CH:60]=2)=[N:55][N:56]=1. Product: [CH3:51][C:52]1[N:53]([C:66]2[CH:71]=[CH:70][CH:69]=[CH:68][CH:67]=2)[C:54]([CH:57]([NH:65][C:37](=[O:39])[CH2:36][N:29]2[C:30]3[CH2:31][CH2:32][CH2:33][CH2:34][C:35]=3[C:27]([C:26]([F:25])([F:41])[F:40])=[N:28]2)[CH2:58][C:59]2[CH:64]=[CH:63][CH:62]=[CH:61][CH:60]=2)=[N:55][N:56]=1. The catalyst class is: 3. (2) Product: [Cl:1][C:2]1[CH:8]=[C:7]([CH3:9])[C:5]([NH:6]/[C:13](/[CH3:15])=[CH:12]\[C:11]([O:17][CH3:18])=[O:16])=[C:4]([CH3:10])[CH:3]=1. The catalyst class is: 743. Reactant: [Cl:1][C:2]1[CH:8]=[C:7]([CH3:9])[C:5]([NH2:6])=[C:4]([CH3:10])[CH:3]=1.[C:11]([O:17][CH3:18])(=[O:16])[CH2:12][C:13]([CH3:15])=O. (3) Reactant: C([O:3][C:4]([C:6]1[S:10][C:9]([N:11]2[C:15]3[CH:16]=[C:17]([O:22][CH3:23])[C:18]([O:20][CH3:21])=[CH:19][C:14]=3[N:13]=[CH:12]2)=[N:8][C:7]=1[C:24]1[CH:29]=[CH:28][CH:27]=[CH:26][CH:25]=1)=O)C.[NH3:30]. Product: [CH3:21][O:20][C:18]1[C:17]([O:22][CH3:23])=[CH:16][C:15]2[N:11]([C:9]3[S:10][C:6]([C:4]([NH2:30])=[O:3])=[C:7]([C:24]4[CH:29]=[CH:28][CH:27]=[CH:26][CH:25]=4)[N:8]=3)[CH:12]=[N:13][C:14]=2[CH:19]=1. The catalyst class is: 8. (4) Reactant: [NH2:1][CH2:2][C:3]1[CH:8]=[CH:7][C:6]([C:9]2[C:10]([NH2:25])=[N:11][C:12]([NH2:24])=[N:13][C:14]=2[CH2:15][O:16][CH2:17][C:18]2[CH:23]=[CH:22][CH:21]=[CH:20][CH:19]=2)=[CH:5][CH:4]=1.C([O-])(=O)C.[Na+].[CH3:31][C:32]([C:34]1[CH:39]=[CH:38][C:37]([Cl:40])=[CH:36][CH:35]=1)=O.[BH3-]C#N.[Na+]. The catalyst class is: 130. Product: [CH2:17]([O:16][CH2:15][C:14]1[N:13]=[C:12]([NH2:24])[N:11]=[C:10]([NH2:25])[C:9]=1[C:6]1[CH:5]=[CH:4][C:3]([CH2:2][NH:1][CH:32]([C:34]2[CH:39]=[CH:38][C:37]([Cl:40])=[CH:36][CH:35]=2)[CH3:31])=[CH:8][CH:7]=1)[C:18]1[CH:19]=[CH:20][CH:21]=[CH:22][CH:23]=1. (5) Reactant: C[O:2][C:3](=[O:31])[C@H:4]([NH:12][C:13]([O:15][CH2:16][C:17]1[CH:22]=[CH:21][C:20]([CH2:23][O:24][C:25]2[CH:30]=[CH:29][CH:28]=[CH:27][CH:26]=2)=[CH:19][CH:18]=1)=[O:14])[CH2:5][C:6]1[CH:11]=[CH:10][CH:9]=[CH:8][CH:7]=1.[Li+].[OH-]. Product: [O:24]([CH2:23][C:20]1[CH:21]=[CH:22][C:17]([CH2:16][O:15][C:13]([NH:12][C@H:4]([CH2:5][C:6]2[CH:11]=[CH:10][CH:9]=[CH:8][CH:7]=2)[C:3]([OH:31])=[O:2])=[O:14])=[CH:18][CH:19]=1)[C:25]1[CH:26]=[CH:27][CH:28]=[CH:29][CH:30]=1. The catalyst class is: 24. (6) Reactant: [C-]#N.[K+].C1N2CC[N:6](CC2)[CH2:5]1.Cl[C:13]1[N:18]=[C:17]([N:19]([CH:28]2[CH2:33][CH2:32][O:31][CH2:30][CH2:29]2)[NH:20][C:21]([O:23][C:24]([CH3:27])([CH3:26])[CH3:25])=[O:22])[C:16]([Cl:34])=[CH:15][N:14]=1.O. Product: [Cl:34][C:16]1[C:17]([N:19]([CH:28]2[CH2:33][CH2:32][O:31][CH2:30][CH2:29]2)[NH:20][C:21]([O:23][C:24]([CH3:27])([CH3:26])[CH3:25])=[O:22])=[N:18][C:13]([C:5]#[N:6])=[N:14][CH:15]=1. The catalyst class is: 58.